This data is from Reaction yield outcomes from USPTO patents with 853,638 reactions. The task is: Predict the reaction yield, written as a fraction of the theoretical maximum amount of product (1.0 means a 100% yield; for example, 0.34 means a 34% yield). (1) The reactants are [Br:1][CH2:2][C:3](=O)[C@@H:4]([NH:15]C(=O)OC(C)(C)C)[CH2:5][C:6]1[CH:11]=[CH:10][C:9]([N+:12]([O-:14])=[O:13])=[CH:8][CH:7]=1.[C:24]([NH2:32])(=[S:31])[C:25]1[CH:30]=[CH:29][CH:28]=[CH:27][CH:26]=1.C(OCC)C. The catalyst is CC#N. The product is [BrH:1].[N+:12]([C:9]1[CH:8]=[CH:7][C:6]([CH2:5][C@@H:4]([C:3]2[N:32]=[C:24]([C:25]3[CH:30]=[CH:29][CH:28]=[CH:27][CH:26]=3)[S:31][CH:2]=2)[NH2:15])=[CH:11][CH:10]=1)([O-:14])=[O:13]. The yield is 0.670. (2) The reactants are C(OC(=O)[NH:7][C@@H:8]1[C:16]2[C:11](=[C:12]([C:17]3[S:18][C:19]([C:22]4[CH:27]=[CH:26][C:25]([O:28][CH:29]([CH3:31])[CH3:30])=[C:24]([C:32]#[N:33])[CH:23]=4)=[N:20][N:21]=3)[CH:13]=[CH:14][CH:15]=2)[CH2:10][CH2:9]1)(C)(C)C.[ClH:35]. The catalyst is O1CCOCC1.C(OCC)C. The product is [ClH:35].[NH2:7][C@@H:8]1[C:16]2[C:11](=[C:12]([C:17]3[S:18][C:19]([C:22]4[CH:27]=[CH:26][C:25]([O:28][CH:29]([CH3:31])[CH3:30])=[C:24]([CH:23]=4)[C:32]#[N:33])=[N:20][N:21]=3)[CH:13]=[CH:14][CH:15]=2)[CH2:10][CH2:9]1. The yield is 0.960. (3) The reactants are C([O:3][C:4]([C:6]1[CH:13]=[C:9]2[O:10][CH2:11][CH2:12][N:8]2[N:7]=1)=O)C.[BH4-].[Li+].CO. The catalyst is C1COCC1. The product is [O:10]1[CH2:11][CH2:12][N:8]2[N:7]=[C:6]([CH2:4][OH:3])[CH:13]=[C:9]12. The yield is 0.650. (4) The reactants are [CH:1]([O:4][C:5]1[CH:10]=[CH:9][C:8]([N:11]2[C:16](=[O:17])[C:15]([CH2:18][C:19]3[CH:24]=[CH:23][C:22]([C:25]4[CH:30]=[CH:29][CH:28]=[CH:27][C:26]=4[C:31]4[NH:35][C:34](=[O:36])[O:33][N:32]=4)=[CH:21][CH:20]=3)=[C:14]([CH2:37][CH2:38][CH3:39])[N:13]=[C:12]2[CH3:40])=[CH:7][CH:6]=1)([CH3:3])[CH3:2].[ClH:41].C(OCC)(=O)C.C(OC(C)C)(C)C. The catalyst is C(OCC)(=O)C. The product is [ClH:41].[CH:1]([O:4][C:5]1[CH:10]=[CH:9][C:8]([N:11]2[C:16](=[O:17])[C:15]([CH2:18][C:19]3[CH:24]=[CH:23][C:22]([C:25]4[CH:30]=[CH:29][CH:28]=[CH:27][C:26]=4[C:31]4[NH:35][C:34](=[O:36])[O:33][N:32]=4)=[CH:21][CH:20]=3)=[C:14]([CH2:37][CH2:38][CH3:39])[N:13]=[C:12]2[CH3:40])=[CH:7][CH:6]=1)([CH3:3])[CH3:2]. The yield is 0.750. (5) The reactants are [CH3:1][C:2]1[NH:6][C:5]2[C:7]([C:17]([O:19]C)=[O:18])=[CH:8][C:9]([N:11]3[CH2:16][CH2:15][O:14][CH2:13][CH2:12]3)=[CH:10][C:4]=2[N:3]=1.[CH3:21][C:22]1[CH:29]=[CH:28][CH:27]=[CH:26][C:23]=1[CH2:24]Br.C(=O)([O-])[O-].[K+].[K+].[OH-].[Li+]. The catalyst is CN(C)C=O.O1CCCC1.O. The product is [CH3:1][C:2]1[N:3]([CH2:21][C:22]2[CH:29]=[CH:28][CH:27]=[CH:26][C:23]=2[CH3:24])[C:4]2[CH:10]=[C:9]([N:11]3[CH2:12][CH2:13][O:14][CH2:15][CH2:16]3)[CH:8]=[C:7]([C:17]([OH:19])=[O:18])[C:5]=2[N:6]=1. The yield is 0.575. (6) The reactants are [CH2:1]([N:8]1[C:17](=[O:18])[C:16]2[C:11](=[CH:12][C:13]([Cl:19])=[CH:14][CH:15]=2)[N:10]([C:20]([CH:22]2[CH2:26][CH2:25][CH2:24][NH:23]2)=O)C1)[C:2]1[CH:7]=[CH:6][CH:5]=[CH:4][CH:3]=1.[C:27]1([CH3:35])[CH:32]=[CH:31][C:30]([CH:33]=O)=[CH:29][CH:28]=1. The catalyst is ClCCl. The product is [CH2:1]([N:8]1[C:17](=[O:18])[C:16]2[C:11](=[CH:12][C:13]([Cl:19])=[CH:14][CH:15]=2)[N:10]=[C:20]1[CH:22]1[CH2:26][CH2:25][CH2:24][N:23]1[CH2:33][C:30]1[CH:31]=[CH:32][C:27]([CH3:35])=[CH:28][CH:29]=1)[C:2]1[CH:7]=[CH:6][CH:5]=[CH:4][CH:3]=1. The yield is 0.240.